Dataset: NCI-60 drug combinations with 297,098 pairs across 59 cell lines. Task: Regression. Given two drug SMILES strings and cell line genomic features, predict the synergy score measuring deviation from expected non-interaction effect. (1) Drug 1: CC1=C(N=C(N=C1N)C(CC(=O)N)NCC(C(=O)N)N)C(=O)NC(C(C2=CN=CN2)OC3C(C(C(C(O3)CO)O)O)OC4C(C(C(C(O4)CO)O)OC(=O)N)O)C(=O)NC(C)C(C(C)C(=O)NC(C(C)O)C(=O)NCCC5=NC(=CS5)C6=NC(=CS6)C(=O)NCCC[S+](C)C)O. Drug 2: CC1C(C(CC(O1)OC2CC(CC3=C2C(=C4C(=C3O)C(=O)C5=CC=CC=C5C4=O)O)(C(=O)C)O)N)O. Cell line: 786-0. Synergy scores: CSS=66.7, Synergy_ZIP=0.172, Synergy_Bliss=0.884, Synergy_Loewe=1.69, Synergy_HSA=3.61. (2) Drug 2: CCCCC(=O)OCC(=O)C1(CC(C2=C(C1)C(=C3C(=C2O)C(=O)C4=C(C3=O)C=CC=C4OC)O)OC5CC(C(C(O5)C)O)NC(=O)C(F)(F)F)O. Drug 1: CC1C(C(=O)NC(C(=O)N2CCCC2C(=O)N(CC(=O)N(C(C(=O)O1)C(C)C)C)C)C(C)C)NC(=O)C3=C4C(=C(C=C3)C)OC5=C(C(=O)C(=C(C5=N4)C(=O)NC6C(OC(=O)C(N(C(=O)CN(C(=O)C7CCCN7C(=O)C(NC6=O)C(C)C)C)C)C(C)C)C)N)C. Synergy scores: CSS=75.6, Synergy_ZIP=15.6, Synergy_Bliss=15.3, Synergy_Loewe=10.0, Synergy_HSA=15.7. Cell line: CCRF-CEM.